Dataset: Forward reaction prediction with 1.9M reactions from USPTO patents (1976-2016). Task: Predict the product of the given reaction. (1) Given the reactants [F:1][C:2]1[CH:3]=[C:4]2[C:8](=[CH:9][CH:10]=1)[NH:7][C:6](=[O:11])[C:5]2=[N:12][N:13]=[CH:14][C:15]1[NH:19][C:18]([CH3:20])=[C:17]([C:21]([NH:23][CH2:24][C:25](O)=[O:26])=[O:22])[C:16]=1[CH3:28].Cl.C(N=C=NCCCN(C)C)C.O[C:42]1[C:50]2[N:49]=N[NH:47][C:46]=2[CH:45]=[CH:44][CH:43]=1.C(N(CC)CC)C.C1(N)C=CC=CC=1N, predict the reaction product. The product is: [F:1][C:2]1[CH:3]=[C:4]2[C:8](=[CH:9][CH:10]=1)[NH:7][C:6](=[O:11])[C:5]2=[N:12][N:13]=[CH:14][C:15]1[NH:19][C:18]([CH3:20])=[C:17]([C:21]([NH:23][CH2:24][C:25]([NH:47][C:46]2[CH:45]=[CH:44][CH:43]=[CH:42][C:50]=2[NH2:49])=[O:26])=[O:22])[C:16]=1[CH3:28]. (2) Given the reactants [N:1]1[CH:6]=[CH:5][CH:4]=[N:3][C:2]=1[C:7]1[N:12]=[C:11]([CH3:13])[C:10]([C:14]([OH:16])=O)=[CH:9][N:8]=1.[F:17][C:18]1[N:23]=[C:22]2[C:24]([CH3:28])=[CH:25][N:26]([NH2:27])[C:21]2=[CH:20][CH:19]=1.CCN(C(C)C)C(C)C.CN(C(ON1N=NC2C=CC=NC1=2)=[N+](C)C)C.F[P-](F)(F)(F)(F)F, predict the reaction product. The product is: [F:17][C:18]1[N:23]=[C:22]2[C:24]([CH3:28])=[CH:25][N:26]([NH:27][C:14]([C:10]3[C:11]([CH3:13])=[N:12][C:7]([C:2]4[N:1]=[CH:6][CH:5]=[CH:4][N:3]=4)=[N:8][CH:9]=3)=[O:16])[C:21]2=[CH:20][CH:19]=1.